Dataset: Forward reaction prediction with 1.9M reactions from USPTO patents (1976-2016). Task: Predict the product of the given reaction. (1) Given the reactants Cl.[Br:2][C:3]1[CH:4]=[C:5]2[C:9](=[CH:10][CH:11]=1)[CH2:8][C:7]1([CH2:16][CH2:15][CH:14]([CH:17]([F:19])[F:18])[CH2:13][CH2:12]1)[C:6]2=[N:20]S(C(C)(C)C)=O, predict the reaction product. The product is: [Br:2][C:3]1[CH:4]=[C:5]2[C:9]([CH2:8][C:7]3([CH2:16][CH2:15][CH:14]([CH:17]([F:18])[F:19])[CH2:13][CH2:12]3)[C:6]2=[NH:20])=[CH:10][CH:11]=1. (2) Given the reactants [Cl:1][C:2]1[CH:3]=[C:4]([CH:12]([CH2:16][CH:17]2[CH2:21][CH2:20][CH2:19][CH2:18]2)[C:13]([OH:15])=O)[CH:5]=[CH:6][C:7]=1[S:8]([CH3:11])(=[O:10])=[O:9].C(Cl)(=O)C(Cl)=O.[NH2:28][C:29]1[CH:34]=[N:33][C:32]([Br:35])=[CH:31][N:30]=1.N1C(C)=CC=CC=1C, predict the reaction product. The product is: [Br:35][C:32]1[N:33]=[CH:34][C:29]([NH:28][C:13](=[O:15])[CH:12]([C:4]2[CH:5]=[CH:6][C:7]([S:8]([CH3:11])(=[O:9])=[O:10])=[C:2]([Cl:1])[CH:3]=2)[CH2:16][CH:17]2[CH2:21][CH2:20][CH2:19][CH2:18]2)=[N:30][CH:31]=1. (3) Given the reactants Br[C:2]1[CH:3]=[CH:4][C:5]2[N:9]=[C:8]([C@@H:10]3[CH2:18][C@H:17]4[C@H:12]([CH2:13][CH2:14][CH2:15][CH2:16]4)[N:11]3[C:19]([O:21][C:22]([CH3:25])([CH3:24])[CH3:23])=[O:20])[NH:7][C:6]=2[CH:26]=1.[B:27]1([B:27]2[O:31][C:30]([CH3:33])([CH3:32])[C:29]([CH3:35])([CH3:34])[O:28]2)[O:31][C:30]([CH3:33])([CH3:32])[C:29]([CH3:35])([CH3:34])[O:28]1.C([O-])(=O)C.[K+], predict the reaction product. The product is: [CH3:34][C:29]1([CH3:35])[C:30]([CH3:33])([CH3:32])[O:31][B:27]([C:2]2[CH:3]=[CH:4][C:5]3[N:9]=[C:8]([C@@H:10]4[CH2:18][C@H:17]5[C@H:12]([CH2:13][CH2:14][CH2:15][CH2:16]5)[N:11]4[C:19]([O:21][C:22]([CH3:25])([CH3:24])[CH3:23])=[O:20])[NH:7][C:6]=3[CH:26]=2)[O:28]1. (4) Given the reactants [CH:1]([C:3]1[CH:10]=[CH:9][C:6]([CH2:7]Cl)=[CH:5][CH:4]=1)=[CH2:2].[N-:11]=[N+:12]=[N-:13].[Na+], predict the reaction product. The product is: [CH:1]([C:3]1[CH:10]=[CH:9][C:6]([CH2:7][N:11]=[N+:12]=[N-:13])=[CH:5][CH:4]=1)=[CH2:2]. (5) Given the reactants [Si:1]([O:8][C@@H:9]1[C@@H:13]([CH2:14][O:15][Si](C(C)(C)C)(C)C)[O:12][C@@H:11]([N:23]2[C:27]3[N:28]=[C:29]([Cl:33])[N:30]=[C:31]([NH2:32])[C:26]=3[CH:25]=[CH:24]2)[CH2:10]1)([C:4]([CH3:7])([CH3:6])[CH3:5])([CH3:3])[CH3:2].FC(F)(F)C(O)=O.O.C1(C)C=CC=CC=1, predict the reaction product. The product is: [NH2:32][C:31]1[C:26]2[CH:25]=[CH:24][N:23]([C@@H:11]3[O:12][C@H:13]([CH2:14][OH:15])[C@@H:9]([O:8][Si:1]([C:4]([CH3:7])([CH3:6])[CH3:5])([CH3:2])[CH3:3])[CH2:10]3)[C:27]=2[N:28]=[C:29]([Cl:33])[N:30]=1. (6) Given the reactants [CH:1]1([CH:7]([C:9]2[C:10]([CH3:24])=[N:11][N:12]([C:14]3[CH:19]=[CH:18][C:17]([C:20]([F:23])([F:22])[F:21])=[CH:16][N:15]=3)[CH:13]=2)O)[CH2:6][CH2:5][CH2:4][CH2:3][CH2:2]1.S(Cl)(Cl)=O.[C:29](=[O:32])([O-])[OH:30].[Na+].[OH-].[Na+].[O:36]1[CH2:40][CH2:39][CH2:38][CH2:37]1, predict the reaction product. The product is: [CH:1]1([CH:7]([NH:11][C:10]2[CH:9]=[CH:7][C:39]([C:40]([NH:12][CH2:14][CH2:19][C:29]([OH:30])=[O:32])=[O:36])=[CH:38][CH:37]=2)[C:9]2[C:10]([CH3:24])=[N:11][N:12]([C:14]3[CH:19]=[CH:18][C:17]([C:20]([F:23])([F:22])[F:21])=[CH:16][N:15]=3)[CH:13]=2)[CH2:6][CH2:5][CH2:4][CH2:3][CH2:2]1.